Dataset: Peptide-MHC class I binding affinity with 185,985 pairs from IEDB/IMGT. Task: Regression. Given a peptide amino acid sequence and an MHC pseudo amino acid sequence, predict their binding affinity value. This is MHC class I binding data. (1) The peptide sequence is TPIAYRNVL. The MHC is HLA-B51:01 with pseudo-sequence HLA-B51:01. The binding affinity (normalized) is 0.608. (2) The peptide sequence is LTQAAGQAF. The MHC is HLA-B07:02 with pseudo-sequence HLA-B07:02. The binding affinity (normalized) is 0.213. (3) The peptide sequence is AEHSGASHNI. The MHC is HLA-B44:02 with pseudo-sequence HLA-B44:02. The binding affinity (normalized) is 0.597. (4) The peptide sequence is TIHLATAPK. The MHC is HLA-A01:01 with pseudo-sequence HLA-A01:01. The binding affinity (normalized) is 0.0847. (5) The peptide sequence is TPRIANRLL. The MHC is HLA-B58:01 with pseudo-sequence HLA-B58:01. The binding affinity (normalized) is 0.0847. (6) The peptide sequence is NRLKPRDFK. The MHC is HLA-B27:05 with pseudo-sequence HLA-B27:05. The binding affinity (normalized) is 0.308.